From a dataset of Catalyst prediction with 721,799 reactions and 888 catalyst types from USPTO. Predict which catalyst facilitates the given reaction. (1) Reactant: [O:1]=[S:2]1[C:10]2[C:9]([NH:11][CH:12]3[CH2:17][CH2:16][O:15][CH2:14][CH2:13]3)=[N:8][C:7]([N:18]3[CH2:23][CH2:22][CH:21]([C:24]4[CH:25]=[C:26]([CH:31]=[CH:32][CH:33]=4)[C:27]([O:29]C)=[O:28])[CH2:20][CH2:19]3)=[N:6][C:5]=2[CH2:4][CH2:3]1.[OH-].[Na+].Cl. Product: [O:1]=[S:2]1[C:10]2[C:9]([NH:11][CH:12]3[CH2:17][CH2:16][O:15][CH2:14][CH2:13]3)=[N:8][C:7]([N:18]3[CH2:19][CH2:20][CH:21]([C:24]4[CH:25]=[C:26]([CH:31]=[CH:32][CH:33]=4)[C:27]([OH:29])=[O:28])[CH2:22][CH2:23]3)=[N:6][C:5]=2[CH2:4][CH2:3]1. The catalyst class is: 5. (2) Reactant: C[O:2][C:3](=O)[CH2:4][CH:5]([N:12]1[C:20]2[C:15](=[CH:16][CH:17]=[CH:18][CH:19]=2)[CH:14]=[CH:13]1)[C:6]1[CH:11]=[CH:10][CH:9]=[CH:8][CH:7]=1.[H-].[H-].[H-].[H-].[Li+].[Al+3]. Product: [N:12]1([CH:5]([C:6]2[CH:11]=[CH:10][CH:9]=[CH:8][CH:7]=2)[CH2:4][CH2:3][OH:2])[C:20]2[C:15](=[CH:16][CH:17]=[CH:18][CH:19]=2)[CH:14]=[CH:13]1. The catalyst class is: 1. (3) Reactant: [Br:1][C:2]1[CH:3]=[C:4]([CH:7]=[CH:8][C:9]=1[OH:10])[C:5]#[N:6].[H-].[Na+].[CH2:13]([O:15][CH2:16]Cl)[CH3:14]. Product: [Br:1][C:2]1[CH:3]=[C:4]([CH:7]=[CH:8][C:9]=1[O:10][CH2:16][O:15][CH2:13][CH3:14])[C:5]#[N:6]. The catalyst class is: 1.